This data is from Catalyst prediction with 721,799 reactions and 888 catalyst types from USPTO. The task is: Predict which catalyst facilitates the given reaction. (1) Reactant: [OH:1][C:2]1(/[CH:29]=[CH:30]/[C:31]2[CH:32]=[N:33][CH:34]=[CH:35][CH:36]=2)[CH2:7][CH2:6][N:5]([C:8](=[O:28])[CH2:9][O:10][CH2:11][CH2:12][N:13]([CH3:27])[S:14]([C:17]2[C:22]([CH3:23])=[CH:21][C:20]([O:24][CH3:25])=[CH:19][C:18]=2[CH3:26])(=[O:16])=[O:15])[CH2:4][CH2:3]1. Product: [OH:1][C:2]1([CH2:29][CH2:30][C:31]2[CH:32]=[N:33][CH:34]=[CH:35][CH:36]=2)[CH2:3][CH2:4][N:5]([C:8](=[O:28])[CH2:9][O:10][CH2:11][CH2:12][N:13]([CH3:27])[S:14]([C:17]2[C:22]([CH3:23])=[CH:21][C:20]([O:24][CH3:25])=[CH:19][C:18]=2[CH3:26])(=[O:15])=[O:16])[CH2:6][CH2:7]1. The catalyst class is: 19. (2) Reactant: [CH3:1][C:2]12[CH2:9][CH:6]([CH2:7][CH2:8]1)[CH:5]([CH3:10])[C:4](=[O:11])[CH2:3]2.[BH4-].[Na+]. Product: [CH3:1][C:2]12[CH2:9][CH:6]([CH2:7][CH2:8]1)[CH:5]([CH3:10])[CH:4]([OH:11])[CH2:3]2. The catalyst class is: 32.